This data is from Full USPTO retrosynthesis dataset with 1.9M reactions from patents (1976-2016). The task is: Predict the reactants needed to synthesize the given product. (1) The reactants are: FC(F)(F)C(O)=O.[CH3:8][O:9][C:10](=[O:37])[C@H:11]([CH2:30][CH2:31][CH2:32][NH:33][C:34](=[NH:36])[NH2:35])[N:12](C(OC(C)(C)C)=O)[C:13](=[O:22])[C:14]1[CH:19]=[CH:18][CH:17]=[C:16]([NH:20][NH2:21])[CH:15]=1. Given the product [CH3:8][O:9][C:10](=[O:37])[C@H:11]([CH2:30][CH2:31][CH2:32][NH:33][C:34](=[NH:35])[NH2:36])[NH:12][C:13](=[O:22])[C:14]1[CH:19]=[CH:18][CH:17]=[C:16]([NH:20][NH2:21])[CH:15]=1, predict the reactants needed to synthesize it. (2) Given the product [CH3:1][C:2]1[O:3][C:4]([C:13]2[CH:14]=[CH:15][C:16]([NH:19][NH:20][C:21](=[O:25])[CH:22]([CH3:24])[CH3:23])=[N:17][CH:18]=2)=[C:5]([C:7]2[CH:8]=[CH:9][CH:10]=[CH:11][CH:12]=2)[N:6]=1, predict the reactants needed to synthesize it. The reactants are: [CH3:1][C:2]1[O:3][C:4]([C:13]2[CH:14]=[CH:15][C:16]([NH:19][NH2:20])=[N:17][CH:18]=2)=[C:5]([C:7]2[CH:12]=[CH:11][CH:10]=[CH:9][CH:8]=2)[N:6]=1.[C:21](Cl)(=[O:25])[CH:22]([CH3:24])[CH3:23]. (3) Given the product [Br:1][C:2]1[CH:7]=[C:6]([C:8]2[CH:13]=[CH:12][CH:11]=[CH:10][CH:9]=2)[C:5]([CH:14]=[O:15])=[CH:4][CH:3]=1, predict the reactants needed to synthesize it. The reactants are: [Br:1][C:2]1[CH:3]=[CH:4][C:5]([CH2:14][OH:15])=[C:6]([C:8]2[CH:13]=[CH:12][CH:11]=[CH:10][CH:9]=2)[CH:7]=1.CC(OI1(OC(C)=O)(OC(C)=O)OC(=O)C2C=CC=CC1=2)=O. (4) Given the product [CH3:8][CH:7]([NH:9][C:10]([C:12]1[S:13][C:14]([S:2]([Cl:1])(=[O:5])=[O:3])=[CH:15][CH:16]=1)=[O:11])[CH3:6], predict the reactants needed to synthesize it. The reactants are: [Cl:1][S:2]([OH:5])(=O)=[O:3].[CH3:6][CH:7]([NH:9][C:10]([C:12]1[S:13][CH:14]=[CH:15][CH:16]=1)=[O:11])[CH3:8]. (5) Given the product [Cl:5][CH2:6][CH2:7][CH2:8][CH2:9]/[C:10](/[CH3:1])=[CH:11]/[C:13]([O:15][CH2:16][CH3:17])=[O:14], predict the reactants needed to synthesize it. The reactants are: [CH3:1][Al](C)C.[Cl:5][CH2:6][CH2:7][CH2:8][CH2:9][C:10]#[CH:11].Cl[C:13]([O:15][CH2:16][CH3:17])=[O:14]. (6) Given the product [Cl:1][C:2]1[CH:3]=[C:4]([NH:9][C:10]2[N:15]=[C:14]([N:16]3[CH:20]=[CH:19][C:18]([C:21]([F:22])([F:24])[F:23])=[N:17]3)[C:13]([C:25]3[CH:26]=[N:27][CH:28]=[C:29]([CH:33]=3)[C:30]([NH:38][S:35]([CH3:34])(=[O:37])=[O:36])=[O:31])=[CH:12][N:11]=2)[CH:5]=[CH:6][C:7]=1[F:8], predict the reactants needed to synthesize it. The reactants are: [Cl:1][C:2]1[CH:3]=[C:4]([NH:9][C:10]2[N:15]=[C:14]([N:16]3[CH:20]=[CH:19][C:18]([C:21]([F:24])([F:23])[F:22])=[N:17]3)[C:13]([C:25]3[CH:26]=[N:27][CH:28]=[C:29]([CH:33]=3)[C:30](O)=[O:31])=[CH:12][N:11]=2)[CH:5]=[CH:6][C:7]=1[F:8].[CH3:34][S:35]([NH2:38])(=[O:37])=[O:36].